Predict the reactants needed to synthesize the given product. From a dataset of Full USPTO retrosynthesis dataset with 1.9M reactions from patents (1976-2016). (1) Given the product [ClH:18].[N+:32]([C:29]1[CH:28]=[CH:27][C:26]([C:23]2[CH:24]=[CH:25][C:20]([NH:19][C:16]([C@@H:10]3[CH:11]4[CH2:14][CH2:15][N:8]([CH2:13][CH2:12]4)[CH2:9]3)=[O:17])=[CH:21][CH:22]=2)=[CH:31][CH:30]=1)([O-:34])=[O:33], predict the reactants needed to synthesize it. The reactants are: C(=O)([O-])[O-].[K+].[K+].Cl.[N:8]12[CH2:15][CH2:14][CH:11]([CH2:12][CH2:13]1)[C@@H:10]([C:16]([Cl:18])=[O:17])[CH2:9]2.[NH2:19][C:20]1[CH:25]=[CH:24][C:23]([C:26]2[CH:31]=[CH:30][C:29]([N+:32]([O-:34])=[O:33])=[CH:28][CH:27]=2)=[CH:22][CH:21]=1.O1CCOCC1. (2) Given the product [NH2:12][C:10]1[C:9]2[C:4](=[CH:5][C:6]([O:15][CH3:16])=[C:7]([O:13][CH3:14])[CH:8]=2)[N:3]=[C:2]([N:42]2[CH2:41][CH2:40][N:39]([C:43]([O:45][C:46]([CH3:49])([CH3:47])[CH3:48])=[O:44])[CH2:38][CH:37]2[C:33]2[CH:34]=[CH:35][CH:36]=[C:31]([O:30][CH2:29][CH2:28][NH:27][C:25]([O:24][CH2:17][C:18]3[CH:19]=[CH:20][CH:21]=[CH:22][CH:23]=3)=[O:26])[CH:32]=2)[N:11]=1, predict the reactants needed to synthesize it. The reactants are: Cl[C:2]1[N:11]=[C:10]([NH2:12])[C:9]2[C:4](=[CH:5][C:6]([O:15][CH3:16])=[C:7]([O:13][CH3:14])[CH:8]=2)[N:3]=1.[CH2:17]([O:24][C:25]([NH:27][CH2:28][CH2:29][O:30][C:31]1[CH:32]=[C:33]([CH:37]2[NH:42][CH2:41][CH2:40][N:39]([C:43]([O:45][C:46]([CH3:49])([CH3:48])[CH3:47])=[O:44])[CH2:38]2)[CH:34]=[CH:35][CH:36]=1)=[O:26])[C:18]1[CH:23]=[CH:22][CH:21]=[CH:20][CH:19]=1. (3) Given the product [CH3:35][C:34]1[CH:33]=[CH:32][C:27]([C:28]([O:30][CH3:31])=[O:29])=[CH:26][C:25]=1[B:9]1[O:10][C:11]([CH3:16])([CH3:17])[C:12]([CH3:14])([CH3:15])[O:13]1, predict the reactants needed to synthesize it. The reactants are: [CH3:16][C:11]1([CH3:17])[C:12]([CH3:15])([CH3:14])[O:13][B:9]([B:9]2[O:13][C:12]([CH3:15])([CH3:14])[C:11]([CH3:17])([CH3:16])[O:10]2)[O:10]1.C([O-])(=O)C.[K+].Br[C:25]1[CH:26]=[C:27]([CH:32]=[CH:33][C:34]=1[CH3:35])[C:28]([O:30][CH3:31])=[O:29]. (4) Given the product [CH3:16][C:13]1[N:12]=[CH:11][C:10]([CH2:9][O:8][C:6]2[CH:5]=[CH:4][NH:3][C:2](=[O:19])[CH:7]=2)=[CH:15][CH:14]=1, predict the reactants needed to synthesize it. The reactants are: Cl[C:2]1[CH:7]=[C:6]([O:8][CH2:9][C:10]2[CH:11]=[N:12][C:13]([CH3:16])=[CH:14][CH:15]=2)[CH:5]=[CH:4][N:3]=1.C([O-])(=[O:19])C.[NH4+]. (5) Given the product [F:40][C:41]1[CH:42]=[C:43]([CH:61]=[CH:62][CH:63]=1)[CH2:44][N:45]1[C:49]([CH3:50])=[C:48]([C:2]2[C:10]3[C:5](=[N:6][CH:7]=[C:8]([C:11]4[CH:12]=[C:13]([N:17]5[CH2:22][CH2:21][N:20]([C:23]([O:25][C:26]([CH3:29])([CH3:28])[CH3:27])=[O:24])[CH2:19][CH2:18]5)[CH:14]=[CH:15][CH:16]=4)[CH:9]=3)[N:4]([S:30]([C:33]3[CH:39]=[CH:38][C:36]([CH3:37])=[CH:35][CH:34]=3)(=[O:32])=[O:31])[CH:3]=2)[C:47]([CH3:60])=[N:46]1, predict the reactants needed to synthesize it. The reactants are: I[C:2]1[C:10]2[C:5](=[N:6][CH:7]=[C:8]([C:11]3[CH:12]=[C:13]([N:17]4[CH2:22][CH2:21][N:20]([C:23]([O:25][C:26]([CH3:29])([CH3:28])[CH3:27])=[O:24])[CH2:19][CH2:18]4)[CH:14]=[CH:15][CH:16]=3)[CH:9]=2)[N:4]([S:30]([C:33]2[CH:39]=[CH:38][C:36]([CH3:37])=[CH:35][CH:34]=2)(=[O:32])=[O:31])[CH:3]=1.[F:40][C:41]1[CH:42]=[C:43]([CH:61]=[CH:62][CH:63]=1)[CH2:44][N:45]1[C:49]([CH3:50])=[C:48](B2OC(C)(C)C(C)(C)O2)[C:47]([CH3:60])=[N:46]1.C(=O)([O-])[O-].[Na+].[Na+]. (6) Given the product [C:20]([O:23][CH2:24][C:25]1[C:26]([N:34]2[CH2:45][CH2:44][N:43]3[C:36](=[CH:37][C:38]4[CH2:39][C:40]([CH3:47])([CH3:46])[CH2:41][C:42]=43)[C:35]2=[O:48])=[N:27][CH:28]=[CH:29][C:30]=1[C:57]1[N:59]=[C:36]([NH:43][C:16]2[CH:11]=[CH:12][C:13]3[N:14]([CH:17]=[CH:18][N:19]=3)[CH:15]=2)[C:35](=[O:48])[N:34]([CH3:26])[CH:58]=1)(=[O:22])[CH3:21], predict the reactants needed to synthesize it. The reactants are: BrC1N=C(N[C:11]2[CH:16]=[CH:15][N:14]3[CH:17]=[CH:18][N:19]=[C:13]3[CH:12]=2)C(=O)N(C)C=1.[C:20]([O:23][CH2:24][C:25]1[C:26]([N:34]2[CH2:45][CH2:44][N:43]3[C:36](=[CH:37][C:38]4[CH2:39][C:40]([CH3:47])([CH3:46])[CH2:41][C:42]=43)[C:35]2=[O:48])=[N:27][CH:28]=[CH:29][C:30]=1B(O)O)(=[O:22])[CH3:21].[O-]P([O-])([O-])=O.[K+].[K+].[K+].[C:57](#[N:59])[CH3:58]. (7) Given the product [F:1][C:2]1[CH:3]=[CH:4][C:5]([C:8]2[O:9][CH:10]=[C:11]([C:13]([CH3:17])([CH3:16])[CH2:14][NH:15][C:32](=[O:33])[C:31]3[CH:35]=[C:27]([C:25]4[S:26][C:22]([C:20](=[O:21])[C:19]([F:36])([F:18])[F:37])=[CH:23][CH:24]=4)[CH:28]=[N:29][CH:30]=3)[N:12]=2)=[CH:6][CH:7]=1, predict the reactants needed to synthesize it. The reactants are: [F:1][C:2]1[CH:7]=[CH:6][C:5]([C:8]2[O:9][CH:10]=[C:11]([C:13]([CH3:17])([CH3:16])[CH2:14][NH2:15])[N:12]=2)=[CH:4][CH:3]=1.[F:18][C:19]([F:37])([F:36])[C:20]([C:22]1[S:26][C:25]([C:27]2[CH:28]=[N:29][CH:30]=[C:31]([CH:35]=2)[C:32](O)=[O:33])=[CH:24][CH:23]=1)=[O:21]. (8) Given the product [CH3:1][N:2]1[C:9]2[C:14](=[CH:13][CH:12]=[C:11]([C:18]3[CH:19]=[CH:20][C:21]([C:24]([F:26])([F:27])[F:25])=[CH:22][CH:23]=3)[CH:10]=2)[NH:15][C:4](=[O:6])[CH2:3]1, predict the reactants needed to synthesize it. The reactants are: [CH3:1][N:2]([C:9]1[CH:10]=[C:11]([C:18]2[CH:23]=[CH:22][C:21]([C:24]([F:27])([F:26])[F:25])=[CH:20][CH:19]=2)[CH:12]=[CH:13][C:14]=1[N+:15]([O-])=O)[CH2:3][C:4]([O:6]CC)=O.[H][H]. (9) Given the product [CH3:32][N:14]([CH3:13])[C:15]1[CH:20]=[C:19]([CH3:21])[N:18]=[C:17]([NH:22][C@@H:23]2[CH2:28][CH2:27][C@H:26]([C:29]([NH:7][CH2:6][C:5]3[CH:8]=[CH:9][CH:10]=[C:3]([C:2]([F:11])([F:12])[F:1])[CH:4]=3)=[O:30])[CH2:25][CH2:24]2)[N:16]=1, predict the reactants needed to synthesize it. The reactants are: [F:1][C:2]([F:12])([F:11])[C:3]1[CH:4]=[C:5]([CH:8]=[CH:9][CH:10]=1)[CH2:6][NH2:7].[CH3:13][N:14]([CH3:32])[C:15]1[CH:20]=[C:19]([CH3:21])[N:18]=[C:17]([NH:22][C@@H:23]2[CH2:28][CH2:27][C@H:26]([C:29](O)=[O:30])[CH2:25][CH2:24]2)[N:16]=1.CN(C(ON1N=NC2C=CC=NC1=2)=[N+](C)C)C.F[P-](F)(F)(F)(F)F.